Dataset: Catalyst prediction with 721,799 reactions and 888 catalyst types from USPTO. Task: Predict which catalyst facilitates the given reaction. Reactant: [CH2:1]([O:3][C:4]([N:6]1[CH2:11][CH2:10][N:9]([C:12](=[O:40])[C@@H:13]([NH:23][C:24]([C:26]2[CH:30]=[C:29]([OH:31])[N:28]([C:32]3[CH:37]=[CH:36][CH:35]=[C:34]([O:38][CH3:39])[CH:33]=3)[N:27]=2)=[O:25])[CH2:14][CH2:15][C:16]([O:18][C:19]([CH3:22])([CH3:21])[CH3:20])=[O:17])[CH2:8][CH2:7]1)=[O:5])[CH3:2].C(=O)([O-])[O-].[Cs+].[Cs+].[CH2:47]([O:49][C:50]([C:52]1(Br)[CH2:55][CH2:54][CH2:53]1)=[O:51])[CH3:48]. Product: [CH2:1]([O:3][C:4]([N:6]1[CH2:11][CH2:10][N:9]([C:12](=[O:40])[C@@H:13]([NH:23][C:24]([C:26]2[CH:30]=[C:29]([O:31][C:52]3([C:50]([O:49][CH2:47][CH3:48])=[O:51])[CH2:55][CH2:54][CH2:53]3)[N:28]([C:32]3[CH:37]=[CH:36][CH:35]=[C:34]([O:38][CH3:39])[CH:33]=3)[N:27]=2)=[O:25])[CH2:14][CH2:15][C:16]([O:18][C:19]([CH3:21])([CH3:22])[CH3:20])=[O:17])[CH2:8][CH2:7]1)=[O:5])[CH3:2]. The catalyst class is: 18.